Dataset: Forward reaction prediction with 1.9M reactions from USPTO patents (1976-2016). Task: Predict the product of the given reaction. (1) Given the reactants [C:1]1([CH:7]2[O:12][CH2:11][CH:10]([OH:13])[CH2:9][O:8]2)[CH:6]=[CH:5][CH:4]=[CH:3][CH:2]=1.C(N(CC)CC)C.[C:21]12([C:31](Cl)=[O:32])[CH2:30][CH:25]3[CH2:26][CH:27]([CH2:29][CH:23]([CH2:24]3)[CH2:22]1)[CH2:28]2, predict the reaction product. The product is: [C:21]12([C:31]([O:13][CH:10]3[CH2:11][O:12][CH:7]([C:1]4[CH:2]=[CH:3][CH:4]=[CH:5][CH:6]=4)[O:8][CH2:9]3)=[O:32])[CH2:28][CH:27]3[CH2:26][CH:25]([CH2:24][CH:23]([CH2:29]3)[CH2:22]1)[CH2:30]2. (2) Given the reactants [NH:1]1[CH:5]=[CH:4][CH:3]=[N:2]1.C(N(CC)C(C)C)(C)C.[CH3:15][O:16][CH2:17][CH2:18][O:19][CH2:20]Cl.C(=O)([O-])O.[Na+], predict the reaction product. The product is: [CH3:15][O:16][CH2:17][CH2:18][O:19][CH2:20][N:1]1[CH:5]=[CH:4][CH:3]=[N:2]1. (3) Given the reactants CC(C)([O-])C.[K+].C([NH2:9])=O.[Br:10][C:11]1[C:12]2[N:13]([N:19]=[C:20]([C:22]([F:25])([F:24])[F:23])[CH:21]=2)[C:14](OC)=[CH:15][CH:16]=1.[Cl-].[NH4+], predict the reaction product. The product is: [Br:10][C:11]1[C:12]2[N:13]([N:19]=[C:20]([C:22]([F:25])([F:24])[F:23])[CH:21]=2)[C:14]([NH2:9])=[CH:15][CH:16]=1. (4) Given the reactants Br[C:2]1[CH:16]=[CH:15][C:5]([O:6][CH2:7][CH:8]2[CH2:12][O:11][C:10]([CH3:14])([CH3:13])[O:9]2)=[CH:4][C:3]=1[CH3:17].[B:18]1([B:18]2[O:22][C:21]([CH3:24])([CH3:23])[C:20]([CH3:26])([CH3:25])[O:19]2)[O:22][C:21]([CH3:24])([CH3:23])[C:20]([CH3:26])([CH3:25])[O:19]1.C([O-])([O-])=O.[Cs+].[Cs+], predict the reaction product. The product is: [CH3:13][C:10]1([CH3:14])[O:9][CH:8]([CH2:7][O:6][C:5]2[CH:15]=[CH:16][C:2]([B:18]3[O:22][C:21]([CH3:24])([CH3:23])[C:20]([CH3:26])([CH3:25])[O:19]3)=[C:3]([CH3:17])[CH:4]=2)[CH2:12][O:11]1. (5) Given the reactants Br[C:2]1[C:3]([CH2:24][CH3:25])=[C:4]([C:8]2[N:12]=[C:11]([C:13]3[CH:14]=[C:15]([Cl:23])[C:16]([O:19][CH:20]([CH3:22])[CH3:21])=[N:17][CH:18]=3)[O:10][N:9]=2)[CH:5]=[CH:6][CH:7]=1.CC1C=CC=CC=1P(C1C=CC=CC=1C)C1C=CC=CC=1C.Br[Zn][CH2:50][CH2:51][C:52]([O:54][CH2:55][CH3:56])=[O:53], predict the reaction product. The product is: [Cl:23][C:15]1[CH:14]=[C:13]([C:11]2[O:10][N:9]=[C:8]([C:4]3[C:3]([CH2:24][CH3:25])=[C:2]([CH2:50][CH2:51][C:52]([O:54][CH2:55][CH3:56])=[O:53])[CH:7]=[CH:6][CH:5]=3)[N:12]=2)[CH:18]=[N:17][C:16]=1[O:19][CH:20]([CH3:22])[CH3:21]. (6) Given the reactants F[C:2]1[CH:11]=[C:10]([F:12])[CH:9]=[C:8]2[C:3]=1[C:4](=[O:20])[NH:5][C:6]([C:13]1[CH:18]=[CH:17][N:16]=[C:15]([CH3:19])[CH:14]=1)=[N:7]2.[CH3:21][O-:22].[Na+].CO.O, predict the reaction product. The product is: [F:12][C:10]1[CH:9]=[C:8]2[C:3]([C:4](=[O:20])[NH:5][C:6]([C:13]3[CH:18]=[CH:17][N:16]=[C:15]([CH3:19])[CH:14]=3)=[N:7]2)=[C:2]([O:22][CH3:21])[CH:11]=1. (7) Given the reactants [O:1]=[S:2]1(=[O:17])[CH2:7][C:6](=[O:8])[NH:5][C:4]2[CH:9]=[C:10]([CH2:13][C:14]([OH:16])=O)[CH:11]=[CH:12][C:3]1=2.CCN=C=NCCCN(C)C.C1C=CC2N(O)N=NC=2C=1.[Si:39]([O:46][C@H:47]1[CH2:51][CH2:50][N:49]([CH2:52][C@H:53]([C:56]2[CH:57]=[C:58]([CH:68]=[CH:69][CH:70]=2)[O:59][CH2:60][C:61]([O:63][C:64]([CH3:67])([CH3:66])[CH3:65])=[O:62])[NH:54][CH3:55])[CH2:48]1)([C:42]([CH3:45])([CH3:44])[CH3:43])([CH3:41])[CH3:40], predict the reaction product. The product is: [Si:39]([O:46][C@H:47]1[CH2:51][CH2:50][N:49]([CH2:52][C@H:53]([C:56]2[CH:57]=[C:58]([CH:68]=[CH:69][CH:70]=2)[O:59][CH2:60][C:61]([O:63][C:64]([CH3:67])([CH3:66])[CH3:65])=[O:62])[N:54]([CH3:55])[C:14](=[O:16])[CH2:13][C:10]2[CH:11]=[CH:12][C:3]3[S:2](=[O:1])(=[O:17])[CH2:7][C:6](=[O:8])[NH:5][C:4]=3[CH:9]=2)[CH2:48]1)([C:42]([CH3:44])([CH3:45])[CH3:43])([CH3:41])[CH3:40]. (8) Given the reactants [F:1][C:2]1[CH:3]=[C:4]([NH2:18])[CH:5]=[CH:6][C:7]=1[O:8][C:9]1[CH:14]=[CH:13][N:12]=[C:11]2[CH:15]=[CH:16][S:17][C:10]=12.FC1C=C(NC(NC(=O)CC2C=CC=CC=2)=S)C=CC=1OC1C=CN=C2C=CSC=12.[F:49][C:50]1[CH:55]=[CH:54][CH:53]=[C:52]([F:56])[C:51]=1[CH2:57][C:58]([N:60]=[C:61]=[S:62])=[O:59], predict the reaction product. The product is: [F:49][C:50]1[CH:55]=[CH:54][CH:53]=[C:52]([F:56])[C:51]=1[CH2:57][C:58]([NH:60][C:61](=[S:62])[NH:18][C:4]1[CH:5]=[CH:6][C:7]([O:8][C:9]2[CH:14]=[CH:13][N:12]=[C:11]3[CH:15]=[CH:16][S:17][C:10]=23)=[C:2]([F:1])[CH:3]=1)=[O:59].